From a dataset of Full USPTO retrosynthesis dataset with 1.9M reactions from patents (1976-2016). Predict the reactants needed to synthesize the given product. The reactants are: [CH3:1][C:2]1[N:7]=[C:6]([NH2:8])[CH:5]=[CH:4][N:3]=1.[Cl:9][CH2:10][C:11](Cl)=[O:12]. Given the product [Cl:9][CH2:10][C:11]([NH:8][C:6]1[CH:5]=[CH:4][N:3]=[C:2]([CH3:1])[N:7]=1)=[O:12], predict the reactants needed to synthesize it.